This data is from Catalyst prediction with 721,799 reactions and 888 catalyst types from USPTO. The task is: Predict which catalyst facilitates the given reaction. (1) Product: [Br:15][CH2:14][CH2:13][O:12][C:9]1[CH:10]=[CH:11][C:6]2[O:5][CH2:4][C:3](=[O:2])[NH:16][C:7]=2[CH:8]=1. The catalyst class is: 180. Reactant: C[O:2][C:3](=O)[CH2:4][O:5][C:6]1[CH:11]=[CH:10][C:9]([O:12][CH2:13][CH2:14][Br:15])=[CH:8][C:7]=1[N+:16]([O-])=O.O.C([O-])([O-])=O.[K+].[K+]. (2) The catalyst class is: 8. Reactant: [C:1]1(=[O:11])[C:9]2[CH2:8][CH2:7][CH2:6][CH2:5][C:4]=2[C:3](=O)[O:2]1.[N+:12]([C:15]1[CH:16]=[C:17]([CH2:21]C(O)=O)[CH:18]=[CH:19][CH:20]=1)([O-:14])=[O:13].C([O-])(=O)C.[Na+]. Product: [N+:12]([C:15]1[CH:16]=[C:17]([CH:18]=[CH:19][CH:20]=1)[CH:21]=[C:3]1[C:4]2[CH2:5][CH2:6][CH2:7][CH2:8][C:9]=2[C:1](=[O:11])[O:2]1)([O-:14])=[O:13]. (3) Reactant: [CH3:1][N:2]([S:15]([C:18]1[S:19][CH:20]=[CH:21][CH:22]=1)(=[O:17])=[O:16])[C:3]1[CH:4]=[CH:5][CH:6]=[C:7]2[C:11]=1[NH:10][C:9]([C:12](O)=[O:13])=[CH:8]2.N1(O)C2C=CC=CC=2N=N1.Cl.CN(C)CCCN=C=NCC.[NH:45]([C:47](=[O:53])[C:48]([O:50][CH2:51][CH3:52])=[O:49])[NH2:46]. Product: [CH3:1][N:2]([S:15]([C:18]1[S:19][CH:20]=[CH:21][CH:22]=1)(=[O:16])=[O:17])[C:3]1[CH:4]=[CH:5][CH:6]=[C:7]2[C:11]=1[NH:10][C:9]([C:12]([NH:46][NH:45][C:47](=[O:53])[C:48]([O:50][CH2:51][CH3:52])=[O:49])=[O:13])=[CH:8]2. The catalyst class is: 145. (4) Reactant: [Br:1][C:2]1[CH:3]=[C:4]([N+:12]([O-:14])=[O:13])[C:5]([OH:11])=[C:6]([C:8](=[O:10])[CH3:9])[CH:7]=1.[CH3:15]OS(=O)(=O)OC.C(=O)([O-])[O-].[K+].[K+].CC(C)=O. Product: [Br:1][C:2]1[CH:3]=[C:4]([N+:12]([O-:14])=[O:13])[C:5]([O:11][CH3:15])=[C:6]([C:8](=[O:10])[CH3:9])[CH:7]=1. The catalyst class is: 84. (5) Reactant: [CH3:1][N:2]([CH3:17])[S:3]([C:6]1[C:11]([Cl:12])=[CH:10][CH:9]=[C:8]([N+:13]([O-])=O)[C:7]=1[OH:16])(=[O:5])=[O:4]. Product: [CH3:1][N:2]([CH3:17])[S:3]([C:6]1[C:11]([Cl:12])=[CH:10][CH:9]=[C:8]([NH2:13])[C:7]=1[OH:16])(=[O:5])=[O:4]. The catalyst class is: 78. (6) Reactant: [CH2:1]([N:8]1[CH2:12][CH:11]([CH3:13])[CH:10]([C:14]([O:16][CH2:17][C:18]2[CH:23]=[CH:22][CH:21]=[CH:20][CH:19]=2)=[O:15])[CH2:9]1)[C:2]1[CH:7]=[CH:6][CH:5]=[CH:4][CH:3]=1.C([N-]C(C)C)(C)C.[Li+].CCCCCC.O1CCCC1.Br[CH2:44][C:45]([O:47][C:48]([CH3:51])([CH3:50])[CH3:49])=[O:46].[Cl-].[NH4+]. Product: [CH2:1]([N:8]1[CH2:12][CH:11]([CH3:13])[C:10]([CH2:44][C:45]([O:47][C:48]([CH3:51])([CH3:50])[CH3:49])=[O:46])([C:14]([O:16][CH2:17][C:18]2[CH:23]=[CH:22][CH:21]=[CH:20][CH:19]=2)=[O:15])[CH2:9]1)[C:2]1[CH:3]=[CH:4][CH:5]=[CH:6][CH:7]=1. The catalyst class is: 253. (7) Reactant: Cl.[NH2:2][C:3]1[CH:4]=[C:5]([CH:21]=[CH:22][CH:23]=1)[CH2:6][NH:7][C:8]1[C:17]2[C:12](=[C:13]([C:18]([NH2:20])=[O:19])[CH:14]=[CH:15][CH:16]=2)[N:11]=[CH:10][N:9]=1.Cl[C:25]1[NH:29][C:28]2[CH:30]=[CH:31][C:32]([C:34]([F:37])([F:36])[F:35])=[CH:33][C:27]=2[N:26]=1. Product: [F:37][C:34]([F:35])([F:36])[C:32]1[CH:31]=[CH:30][C:28]2[NH:29][C:25]([NH:2][C:3]3[CH:4]=[C:5]([CH:21]=[CH:22][CH:23]=3)[CH2:6][NH:7][C:8]3[C:17]4[C:12](=[C:13]([C:18]([NH2:20])=[O:19])[CH:14]=[CH:15][CH:16]=4)[N:11]=[CH:10][N:9]=3)=[N:26][C:27]=2[CH:33]=1. The catalyst class is: 3.